Dataset: TCR-epitope binding with 47,182 pairs between 192 epitopes and 23,139 TCRs. Task: Binary Classification. Given a T-cell receptor sequence (or CDR3 region) and an epitope sequence, predict whether binding occurs between them. (1) The epitope is RLRAEAQVK. The TCR CDR3 sequence is CSARENTGELFF. Result: 1 (the TCR binds to the epitope). (2) The epitope is RAKFKQLL. The TCR CDR3 sequence is CASSPHRGLEGYTF. Result: 1 (the TCR binds to the epitope). (3) The epitope is HLVDFQVTI. The TCR CDR3 sequence is CASSGAGNTGELFF. Result: 0 (the TCR does not bind to the epitope). (4) The epitope is FLPRVFSAV. The TCR CDR3 sequence is CASSLLGNYYTF. Result: 1 (the TCR binds to the epitope).